This data is from Catalyst prediction with 721,799 reactions and 888 catalyst types from USPTO. The task is: Predict which catalyst facilitates the given reaction. (1) Reactant: Cl[C:2]1[CH:11]=[C:10]([C:12]([NH:14][CH2:15][CH2:16][N:17]2[CH2:21][CH2:20][CH2:19][CH2:18]2)=[O:13])[C:9]2[C:4](=[CH:5][CH:6]=[CH:7][CH:8]=2)[N:3]=1.CC1(C)C(C)(C)OB([C:30]2[CH:35]=[CH:34][C:33]([CH2:36][N:37]3[CH2:42][CH2:41][O:40][CH2:39][CH2:38]3)=[CH:32][CH:31]=2)O1.P([O-])([O-])([O-])=O.[K+].[K+].[K+]. Product: [O:40]1[CH2:41][CH2:42][N:37]([CH2:36][C:33]2[CH:32]=[CH:31][C:30]([C:2]3[CH:11]=[C:10]([C:12]([NH:14][CH2:15][CH2:16][N:17]4[CH2:21][CH2:20][CH2:19][CH2:18]4)=[O:13])[C:9]4[C:4](=[CH:5][CH:6]=[CH:7][CH:8]=4)[N:3]=3)=[CH:35][CH:34]=2)[CH2:38][CH2:39]1. The catalyst class is: 339. (2) Reactant: [CH3:1][C:2]1[O:3][C:4]([CH3:10])=[C:5]([C:7](=[O:9])[CH3:8])[N:6]=1.C[Si](C)(C)[N-][Si](C)(C)C.[K+].[F:21][C:22]1[CH:27]=[C:26]([F:28])[C:25]([C:29]2[CH:30]=[N:31][CH:32]=[N:33][CH:34]=2)=[CH:24][C:23]=1/[C:35](=[N:37]/[S@@:38]([C:40]([CH3:43])([CH3:42])[CH3:41])=[O:39])/[CH3:36].O. Product: [F:21][C:22]1[CH:27]=[C:26]([F:28])[C:25]([C:29]2[CH:30]=[N:31][CH:32]=[N:33][CH:34]=2)=[CH:24][C:23]=1[C@@:35]([NH:37][S@@:38]([C:40]([CH3:41])([CH3:43])[CH3:42])=[O:39])([CH2:8][C:7]([C:5]1[N:6]=[C:2]([CH3:1])[O:3][C:4]=1[CH3:10])=[O:9])[CH3:36]. The catalyst class is: 1. (3) Reactant: [C:1]([C:3]([N:12]1[CH2:17][CH2:16][N:15]([C:18]([O:20][C:21]([CH3:24])([CH3:23])[CH3:22])=[O:19])[CH2:14][CH2:13]1)([C:5]1[CH:10]=[CH:9][CH:8]=[CH:7][C:6]=1[F:11])[CH3:4])#N.C[Mg]Br. Product: [F:11][C:6]1[CH:7]=[CH:8][CH:9]=[CH:10][C:5]=1[C:3]([N:12]1[CH2:13][CH2:14][N:15]([C:18]([O:20][C:21]([CH3:24])([CH3:23])[CH3:22])=[O:19])[CH2:16][CH2:17]1)([CH3:4])[CH3:1]. The catalyst class is: 7. (4) Reactant: O[CH2:2][C@H:3]1[O:8][CH2:7][CH2:6][N:5]([C:9]([O:11][C:12]([CH3:15])([CH3:14])[CH3:13])=[O:10])[CH2:4]1.[Br:16][C:17]1[CH:18]=[N:19][NH:20][CH:21]=1.N(C(OC(C)(C)C)=O)=NC(OC(C)(C)C)=O.C1C=CC(P(C2C=CC=CC=2)C2C=CC=CC=2)=CC=1. Product: [Br:16][C:17]1[CH:18]=[N:19][N:20]([CH2:2][C@H:3]2[O:8][CH2:7][CH2:6][N:5]([C:9]([O:11][C:12]([CH3:13])([CH3:14])[CH3:15])=[O:10])[CH2:4]2)[CH:21]=1. The catalyst class is: 7. (5) Reactant: [OH:1][C:2]1[C:3]([C:12]([O:14][CH3:15])=[O:13])=[CH:4][C:5]2[C:10]([CH:11]=1)=[CH:9][CH:8]=[CH:7][CH:6]=2.[C:16]([O-])([O-])=O.[K+].[K+].IC.O. Product: [CH3:16][O:1][C:2]1[C:3]([C:12]([O:14][CH3:15])=[O:13])=[CH:4][C:5]2[C:10]([CH:11]=1)=[CH:9][CH:8]=[CH:7][CH:6]=2. The catalyst class is: 3.